From a dataset of Reaction yield outcomes from USPTO patents with 853,638 reactions. Predict the reaction yield, written as a fraction of the theoretical maximum amount of product (1.0 means a 100% yield; for example, 0.34 means a 34% yield). The reactants are [NH2:1][C:2]1[CH:7]=[CH:6][CH:5]=[CH:4][CH:3]=1.C[Al](C)C.C([NH:15][C:16]1[C:21]([C:22](OCC)=[O:23])=[CH:20][N:19]=[CH:18][N:17]=1)(=O)C. The catalyst is C(Cl)Cl. The product is [NH2:15][C:16]1[C:21]([C:22]([NH:1][C:2]2[CH:7]=[CH:6][CH:5]=[CH:4][CH:3]=2)=[O:23])=[CH:20][N:19]=[CH:18][N:17]=1. The yield is 0.240.